This data is from Kinase inhibitor binding affinity data with 442 proteins and 68 drugs (Kd values). The task is: Regression. Given a target protein amino acid sequence and a drug SMILES string, predict the binding affinity score between them. We predict pKd (pKd = -log10(Kd in M); higher means stronger binding). Dataset: davis. The compound is CC(Oc1cc(-c2cnn(C3CCNCC3)c2)cnc1N)c1c(Cl)ccc(F)c1Cl. The target protein (NEK7) has sequence MDEQSQGMQGPPVPQFQPQKALRPDMGYNTLANFRIEKKIGRGQFSEVYRAACLLDGVPVALKKVQIFDLMDAKARADCIKEIDLLKQLNHPNVIKYYASFIEDNELNIVLELADAGDLSRMIKHFKKQKRLIPERTVWKYFVQLCSALEHMHSRRVMHRDIKPANVFITATGVVKLGDLGLGRFFSSKTTAAHSLVGTPYYMSPERIHENGYNFKSDIWSLGCLLYEMAALQSPFYGDKMNLYSLCKKIEQCDYPPLPSDHYSEELRQLVNMCINPDPEKRPDVTYVYDVAKRMHACTASS. The pKd is 5.2.